This data is from Forward reaction prediction with 1.9M reactions from USPTO patents (1976-2016). The task is: Predict the product of the given reaction. Given the reactants [N+:1]([C:4]1[CH:13]=[C:12]2[C:7]([CH2:8][CH2:9][NH:10][CH2:11]2)=[CH:6][CH:5]=1)([O-:3])=[O:2].Br[CH2:15][CH2:16][O:17][Si:18]([C:21]([CH3:24])([CH3:23])[CH3:22])([CH3:20])[CH3:19], predict the reaction product. The product is: [Si:18]([O:17][CH2:16][CH2:15][N:10]1[CH2:9][CH2:8][C:7]2[C:12](=[CH:13][C:4]([N+:1]([O-:3])=[O:2])=[CH:5][CH:6]=2)[CH2:11]1)([C:21]([CH3:24])([CH3:23])[CH3:22])([CH3:20])[CH3:19].